This data is from Full USPTO retrosynthesis dataset with 1.9M reactions from patents (1976-2016). The task is: Predict the reactants needed to synthesize the given product. (1) The reactants are: [CH2:1]([O:3][C:4]([C:6]1[CH:7]=[N:8][C:9]2[C:14]([C:15]=1Cl)=[CH:13][CH:12]=[CH:11][C:10]=2[N+:17]([O-])=O)=[O:5])[CH3:2].[CH2:20]([NH2:23])[CH2:21][CH3:22]. Given the product [CH2:1]([O:3][C:4]([C:6]1[CH:7]=[N:8][C:9]2[C:14]([C:15]=1[NH:23][CH2:20][CH2:21][CH3:22])=[CH:13][CH:12]=[CH:11][C:10]=2[NH2:17])=[O:5])[CH3:2], predict the reactants needed to synthesize it. (2) Given the product [Cl:1][C:2]1[C:3]2[C:10]3[CH2:11][CH2:12][CH:13]([C:15]([NH:21][CH:19]([CH3:20])[CH3:18])=[O:17])[CH2:14][C:9]=3[S:8][C:4]=2[N:5]=[CH:6][N:7]=1, predict the reactants needed to synthesize it. The reactants are: [Cl:1][C:2]1[C:3]2[C:10]3[CH2:11][CH2:12][CH:13]([C:15]([OH:17])=O)[CH2:14][C:9]=3[S:8][C:4]=2[N:5]=[CH:6][N:7]=1.[CH3:18][CH:19]([NH2:21])[CH3:20]. (3) The reactants are: [CH3:1][C:2]1[N:7]=[C:6]([C:8]#[N:9])[CH:5]=[CH:4][CH:3]=1.[Li+].C[Si]([N-][Si](C)(C)C)(C)C.[C:20](=O)([O:23]C)[O:21][CH3:22].[Cl-].[NH4+]. Given the product [C:8]([C:6]1[N:7]=[C:2]([CH2:1][C:20]([O:21][CH3:22])=[O:23])[CH:3]=[CH:4][CH:5]=1)#[N:9], predict the reactants needed to synthesize it.